From a dataset of Peptide-MHC class I binding affinity with 185,985 pairs from IEDB/IMGT. Regression. Given a peptide amino acid sequence and an MHC pseudo amino acid sequence, predict their binding affinity value. This is MHC class I binding data. (1) The peptide sequence is RMRGAHTNDVK. The MHC is HLA-A68:02 with pseudo-sequence HLA-A68:02. The binding affinity (normalized) is 0. (2) The peptide sequence is TIMTGDTPINI. The MHC is Mamu-A02 with pseudo-sequence Mamu-A02. The binding affinity (normalized) is 0. (3) The peptide sequence is EFKQILTDF. The MHC is HLA-B18:01 with pseudo-sequence HLA-B18:01. The binding affinity (normalized) is 0.359. (4) The peptide sequence is RRGWEVLKY. The MHC is HLA-A30:02 with pseudo-sequence HLA-A30:02. The binding affinity (normalized) is 0.384. (5) The binding affinity (normalized) is 0.659. The peptide sequence is WMMWYWGPSL. The MHC is Patr-A0701 with pseudo-sequence Patr-A0701. (6) The peptide sequence is AVRQKSRWI. The MHC is HLA-B08:01 with pseudo-sequence HLA-B08:01. The binding affinity (normalized) is 0.419. (7) The binding affinity (normalized) is 0. The peptide sequence is GIPHPAGLK. The MHC is HLA-A23:01 with pseudo-sequence HLA-A23:01. (8) The peptide sequence is GQYKGAGSVF. The MHC is HLA-A23:01 with pseudo-sequence HLA-A23:01. The binding affinity (normalized) is 0.391. (9) The peptide sequence is LPVNVAFEL. The MHC is HLA-B51:01 with pseudo-sequence HLA-B51:01. The binding affinity (normalized) is 0.988.